From a dataset of Forward reaction prediction with 1.9M reactions from USPTO patents (1976-2016). Predict the product of the given reaction. (1) Given the reactants Br[C:2]1[C:3]([CH3:28])=[C:4]([N:8]([CH2:13][C:14]2[CH:26]=[CH:25][C:17]([O:18][CH2:19][C:20]([O:22]CC)=[O:21])=[C:16]([CH3:27])[CH:15]=2)[CH2:9][CH2:10][CH2:11][CH3:12])[CH:5]=[CH:6][CH:7]=1.[C:29]([C:31]1[CH:36]=[CH:35][C:34](B(O)O)=[CH:33][CH:32]=1)#[N:30], predict the reaction product. The product is: [CH2:9]([N:8]([CH2:13][C:14]1[CH:26]=[CH:25][C:17]([O:18][CH2:19][C:20]([OH:22])=[O:21])=[C:16]([CH3:27])[CH:15]=1)[C:4]1[C:3]([CH3:28])=[C:2]([C:34]2[CH:35]=[CH:36][C:31]([C:29]#[N:30])=[CH:32][CH:33]=2)[CH:7]=[CH:6][CH:5]=1)[CH2:10][CH2:11][CH3:12]. (2) Given the reactants [Cl:1][C:2]1[CH:23]=[CH:22][C:5]([CH:6]([N:13]2[CH2:18][CH2:17][N:16]([CH2:19][CH2:20][NH2:21])[CH2:15][CH2:14]2)[C:7]2[CH:12]=[CH:11][CH:10]=[CH:9][CH:8]=2)=[CH:4][CH:3]=1.[C:24]([N:28]1[C:32]([C:33]2[CH:38]=[CH:37][C:36]([CH3:39])=[CH:35][CH:34]=2)=[CH:31][C:30]([CH:40]=O)=[N:29]1)([CH3:27])([CH3:26])[CH3:25], predict the reaction product. The product is: [C:24]([N:28]1[C:32]([C:33]2[CH:34]=[CH:35][C:36]([CH3:39])=[CH:37][CH:38]=2)=[CH:31][C:30]([CH2:40][NH:21][CH2:20][CH2:19][N:16]2[CH2:15][CH2:14][N:13]([CH:6]([C:7]3[CH:8]=[CH:9][CH:10]=[CH:11][CH:12]=3)[C:5]3[CH:4]=[CH:3][C:2]([Cl:1])=[CH:23][CH:22]=3)[CH2:18][CH2:17]2)=[N:29]1)([CH3:27])([CH3:26])[CH3:25].